From a dataset of CYP2D6 inhibition data for predicting drug metabolism from PubChem BioAssay. Regression/Classification. Given a drug SMILES string, predict its absorption, distribution, metabolism, or excretion properties. Task type varies by dataset: regression for continuous measurements (e.g., permeability, clearance, half-life) or binary classification for categorical outcomes (e.g., BBB penetration, CYP inhibition). Dataset: cyp2d6_veith. The compound is O=C(NNC(=O)c1ccccc1-n1cccc1)c1ccccc1. The result is 0 (non-inhibitor).